This data is from Catalyst prediction with 721,799 reactions and 888 catalyst types from USPTO. The task is: Predict which catalyst facilitates the given reaction. (1) Reactant: [C:1]([O:5][C:6](=[O:21])[CH2:7][N:8]1[C:16]2[C:11](=[CH:12][C:13](Br)=[CH:14][CH:15]=2)[C:10]([C:18](=[O:20])[NH2:19])=[N:9]1)([CH3:4])([CH3:3])[CH3:2].CC1(C)C(C)(C)OB([C:30]2[CH:31]=[N:32][NH:33][CH:34]=2)O1.C(=O)([O-])[O-].[Cs+].[Cs+].CN(C=O)C. Product: [C:18]([C:10]1[C:11]2[C:16](=[CH:15][CH:14]=[C:13]([C:30]3[CH:31]=[N:32][NH:33][CH:34]=3)[CH:12]=2)[N:8]([CH2:7][C:6]([O:5][C:1]([CH3:4])([CH3:3])[CH3:2])=[O:21])[N:9]=1)(=[O:20])[NH2:19]. The catalyst class is: 6. (2) Reactant: [C:1]([NH:4][NH:5][C:6]([CH:8]1[CH2:11][N:10]([CH:12]([C:19]2[CH:24]=[CH:23][CH:22]=[CH:21][CH:20]=2)[C:13]2[CH:18]=[CH:17][CH:16]=[CH:15][CH:14]=2)[CH2:9]1)=O)(=[O:3])[CH3:2].CCN(C(C)C)C(C)C.C1(P(C2C=CC=CC=2)C2C=CC=CC=2)C=CC=CC=1.ClC(Cl)(Cl)C(Cl)(Cl)Cl. Product: [CH:12]([N:10]1[CH2:11][CH:8]([C:6]2[O:3][C:1]([CH3:2])=[N:4][N:5]=2)[CH2:9]1)([C:13]1[CH:18]=[CH:17][CH:16]=[CH:15][CH:14]=1)[C:19]1[CH:20]=[CH:21][CH:22]=[CH:23][CH:24]=1. The catalyst class is: 2. (3) Reactant: [N:1]1([C:7]2[CH:8]=[N:9][C:10]3[C:15]([N:16]=2)=[CH:14][C:13]([C:17]2[CH:22]=[CH:21][C:20]([NH2:23])=[CH:19][CH:18]=2)=[CH:12][CH:11]=3)[CH2:6][CH2:5][O:4][CH2:3][CH2:2]1.[CH3:24][N:25]([CH3:30])[S:26](Cl)(=[O:28])=[O:27]. Product: [CH3:24][N:25]([CH3:30])[S:26](=[O:28])(=[O:27])[NH:23][C:20]1[CH:21]=[CH:22][C:17]([C:13]2[CH:14]=[C:15]3[C:10](=[CH:11][CH:12]=2)[N:9]=[CH:8][C:7]([N:1]2[CH2:2][CH2:3][O:4][CH2:5][CH2:6]2)=[N:16]3)=[CH:18][CH:19]=1. The catalyst class is: 17. (4) Reactant: [CH3:1][N:2]([CH3:7])[CH2:3][C:4]([OH:6])=[O:5].[C:21]1(P([C:21]2[CH:26]=[CH:25][CH:24]=[CH:23][CH:22]=2)[C:21]2[CH:26]=[CH:25][CH:24]=[CH:23][CH:22]=2)[CH:26]=[CH:25][CH:24]=[CH:23][CH:22]=1.[CH3:39][CH:38]([O:37][C:35](/N=N/[C:35]([O:37][CH:38]([CH3:40])[CH3:39])=[O:36])=[O:36])[CH3:40]. Product: [CH3:1][N:2]([CH3:7])[CH2:3][C:4]([O:6][C@@H:25]([CH2:26][CH2:21][CH2:22][CH2:23][CH2:24][CH2:22][CH2:23][CH2:24][CH2:25][CH2:26][CH3:21])[CH2:40][C@H:38]1[C@H:39]([CH2:24][CH2:23][CH2:22][CH2:21][CH2:26][CH3:25])[C:35](=[O:36])[O:37]1)=[O:5]. The catalyst class is: 113. (5) Reactant: [Cl:1][C:2]1[CH:3]=[C:4]([C:9]([C:12]2[N:16]([C:17]3[CH:22]=[CH:21][C:20]([F:23])=[C:19]([O:24][CH3:25])[CH:18]=3)[C:15]([S:26][CH2:27][C:28]3[C:36]([F:37])=[CH:35][C:31]([C:32](O)=[O:33])=[CH:30][C:29]=3[F:38])=[N:14][CH:13]=2)([CH3:11])[CH3:10])[CH:5]=[CH:6][C:7]=1[Cl:8].Cl.[CH3:40][O:41][C:42](=[O:46])[CH2:43][CH2:44][NH2:45].CCN(CC)CC.CN(C(ON1N=NC2C=CC=NC1=2)=[N+](C)C)C.F[P-](F)(F)(F)(F)F. Product: [Cl:1][C:2]1[CH:3]=[C:4]([C:9]([C:12]2[N:16]([C:17]3[CH:22]=[CH:21][C:20]([F:23])=[C:19]([O:24][CH3:25])[CH:18]=3)[C:15]([S:26][CH2:27][C:28]3[C:36]([F:37])=[CH:35][C:31]([C:32]([NH:45][CH2:44][CH2:43][C:42]([O:41][CH3:40])=[O:46])=[O:33])=[CH:30][C:29]=3[F:38])=[N:14][CH:13]=2)([CH3:11])[CH3:10])[CH:5]=[CH:6][C:7]=1[Cl:8]. The catalyst class is: 2. (6) Product: [C:15]([O:18][C:19]([NH:1][C:2]1[S:3][CH:4]=[C:5]([C:7](=[O:13])[C:8]([OH:10])=[O:9])[N:6]=1)=[O:20])([CH3:17])([CH3:16])[CH3:14]. Reactant: [NH2:1][C:2]1[S:3][CH:4]=[C:5]([C:7](=[O:13])[C:8]([O:10]CC)=[O:9])[N:6]=1.[CH3:14][C:15]([O:18][C:19](O[C:19]([O:18][C:15]([CH3:17])([CH3:16])[CH3:14])=[O:20])=[O:20])([CH3:17])[CH3:16].C1N2CCN(CC2)C1.[OH-].[Na+].Cl. The catalyst class is: 46. (7) Reactant: Br[CH2:2][C:3]([O:5][CH2:6][CH3:7])=[O:4].[I-].[K+].Cl.[F:11][C:12]1[C:17]([O:18][C:19]2[CH:24]=[CH:23][CH:22]=[CH:21][CH:20]=2)=[C:16]([F:25])[CH:15]=[CH:14][C:13]=1[CH:26]([NH2:29])[CH2:27][CH3:28].C(N(C(C)C)CC)(C)C. Product: [CH2:6]([O:5][C:3](=[O:4])[CH2:2][NH:29][CH:26]([C:13]1[CH:14]=[CH:15][C:16]([F:25])=[C:17]([O:18][C:19]2[CH:20]=[CH:21][CH:22]=[CH:23][CH:24]=2)[C:12]=1[F:11])[CH2:27][CH3:28])[CH3:7]. The catalyst class is: 1.